Dataset: Forward reaction prediction with 1.9M reactions from USPTO patents (1976-2016). Task: Predict the product of the given reaction. (1) Given the reactants [Cl:1][C:2]1[CH:7]=[CH:6][C:5]([C@@H:8]2[CH2:12][N:11]([C:13]([CH:15]3[CH2:20][CH2:19][NH:18][CH2:17][CH2:16]3)=[O:14])[CH2:10][C@H:9]2[N:21]([CH3:32])[C:22](=[O:31])[O:23][C:24]2[CH:29]=[CH:28][C:27]([F:30])=[CH:26][CH:25]=2)=[CH:4][CH:3]=1.CCN(C(C)C)C(C)C.[C:42](Cl)(=[O:44])[CH3:43].CO, predict the reaction product. The product is: [F:30][C:27]1[CH:26]=[CH:25][C:24]([O:23][C:22](=[O:31])[N:21]([C@H:9]2[C@H:8]([C:5]3[CH:4]=[CH:3][C:2]([Cl:1])=[CH:7][CH:6]=3)[CH2:12][N:11]([C:13]([CH:15]3[CH2:20][CH2:19][N:18]([C:42](=[O:44])[CH3:43])[CH2:17][CH2:16]3)=[O:14])[CH2:10]2)[CH3:32])=[CH:29][CH:28]=1. (2) The product is: [Cl:9][C:6]1[N:5]=[CH:4][C:3]([C:10]([N:12]2[CH2:17][CH2:16][CH:15]([C:18]3[CH:23]=[CH:22][C:21]([F:24])=[CH:20][CH:19]=3)[CH2:14][CH2:13]2)=[O:11])=[C:2]([NH:28][C:27]2[CH:29]=[CH:30][CH:31]=[CH:32][C:26]=2[F:25])[C:7]=1[CH3:8]. Given the reactants Cl[C:2]1[C:7]([CH3:8])=[C:6]([Cl:9])[N:5]=[CH:4][C:3]=1[C:10]([N:12]1[CH2:17][CH2:16][CH:15]([C:18]2[CH:23]=[CH:22][C:21]([F:24])=[CH:20][CH:19]=2)[CH2:14][CH2:13]1)=[O:11].[F:25][C:26]1[CH:32]=[CH:31][CH:30]=[CH:29][C:27]=1[NH2:28], predict the reaction product. (3) The product is: [NH2:2][N:3]1[C:6](=[O:5])[C:7]2[C:8](=[CH:9][CH:10]=[CH:11][CH:12]=2)[N:13]=[C:14]1[CH3:15]. Given the reactants O.[NH2:2][NH2:3].C[O:5][C:6](=O)[C:7]1[CH:12]=[CH:11][CH:10]=[CH:9][C:8]=1[NH:13][C:14](=O)[CH3:15], predict the reaction product. (4) Given the reactants [OH:1][N:2]1[C:6](=[O:7])[CH2:5][CH2:4][C:3]1=[O:8].[CH3:9][O:10][C:11]([C@H:13]1[CH2:18][CH2:17][C@H:16]([C:19](O)=[O:20])[CH2:15][CH2:14]1)=[O:12], predict the reaction product. The product is: [O:8]=[C:3]1[CH2:4][CH2:5][C:6](=[O:7])[N:2]1[O:1][C:19]([C@H:16]1[CH2:15][CH2:14][C@H:13]([C:11]([O:10][CH3:9])=[O:12])[CH2:18][CH2:17]1)=[O:20]. (5) Given the reactants Cl[C:2]1[CH:7]=[C:6]([CH3:8])[C:5]([C:9](=[O:11])[CH3:10])=[C:4]([CH3:12])[CH:3]=1.[O-]P([O-])([O-])=O.[K+].[K+].[K+].[CH3:21][O:22][C:23]1[CH:24]=[C:25]([OH:29])[CH:26]=[CH:27][CH:28]=1, predict the reaction product. The product is: [CH3:21][O:22][C:23]1[CH:24]=[C:25]([CH:26]=[CH:27][CH:28]=1)[O:29][C:2]1[CH:7]=[C:6]([CH3:8])[C:5]([C:9](=[O:11])[CH3:10])=[C:4]([CH3:12])[CH:3]=1.